Predict the reactants needed to synthesize the given product. From a dataset of Full USPTO retrosynthesis dataset with 1.9M reactions from patents (1976-2016). (1) Given the product [CH3:1][CH:2]1[CH2:3][CH:4]2[CH:9]([NH:10][S:17]([C:15]3[S:16][C:12]([Cl:11])=[CH:13][CH:14]=3)(=[O:19])=[O:18])[CH:7]([CH2:6][CH2:5]2)[CH2:8]1, predict the reactants needed to synthesize it. The reactants are: [CH3:1][CH:2]1[CH2:8][CH:7]2[CH:9]([NH2:10])[CH:4]([CH2:5][CH2:6]2)[CH2:3]1.[Cl:11][C:12]1[S:16][C:15]([S:17](Cl)(=[O:19])=[O:18])=[CH:14][CH:13]=1.N1C=CC=CC=1. (2) Given the product [NH2:1][C:2]1[S:6][N:5]=[C:4]([C:7]2[CH:8]=[CH:9][C:10]([NH:13][C:33]([NH:32][C:29]3[CH:30]=[CH:31][C:26]([CH3:35])=[CH:27][CH:28]=3)=[O:34])=[CH:11][CH:12]=2)[C:3]=1[C:14]([NH2:16])=[O:15], predict the reactants needed to synthesize it. The reactants are: [NH2:1][C:2]1[S:6][N:5]=[C:4]([C:7]2[CH:12]=[CH:11][C:10]([NH2:13])=[CH:9][CH:8]=2)[C:3]=1[C:14]([NH2:16])=[O:15].C(N(CC)C(C)C)(C)C.[C:26]1([CH3:35])[CH:31]=[CH:30][C:29]([N:32]=[C:33]=[O:34])=[CH:28][CH:27]=1. (3) Given the product [CH3:1][C:2]1[CH2:7][CH2:6][CH2:5][C:4](=[O:8])[CH:3]=1.[CH3:1][C:2]1([CH3:9])[CH2:7][CH2:6][CH2:5][C:4](=[O:8])[CH2:3]1, predict the reactants needed to synthesize it. The reactants are: [CH3:1][C:2]1[CH2:7][CH2:6][CH2:5][C:4](=[O:8])[CH:3]=1.[CH3:9][Mg]I.